This data is from Catalyst prediction with 721,799 reactions and 888 catalyst types from USPTO. The task is: Predict which catalyst facilitates the given reaction. (1) Reactant: C[O:2][C:3]([CH:5]1[N:9]2[C:10](=[O:17])[CH:11]([NH2:16])[CH2:12][CH:13]=[CH:14][CH2:15][CH:8]2[CH2:7][CH2:6]1)=[O:4].[Li+].[OH-].Cl. Product: [NH2:16][C@@H:11]1[C:10](=[O:17])[N:9]2[C@H:5]([C:3]([OH:4])=[O:2])[CH2:6][CH2:7][C@H:8]2[CH2:15][CH:14]=[CH:13][CH2:12]1. The catalyst class is: 20. (2) Reactant: [CH3:1][O:2][C:3]1[CH:4]=[C:5]([CH:7]=[CH:8][C:9]=1[C:10]1[O:14][CH:13]=[N:12][CH:11]=1)[NH2:6].[S:15]1[CH:19]=[CH:18][CH:17]=[C:16]1[CH:20]=O.[BH4-].[Na+]. Product: [S:15]1[CH:19]=[CH:18][CH:17]=[C:16]1[CH2:20][NH:6][C:5]1[CH:7]=[CH:8][C:9]([C:10]2[O:14][CH:13]=[N:12][CH:11]=2)=[C:3]([O:2][CH3:1])[CH:4]=1. The catalyst class is: 8. (3) Reactant: [SH:1][C:2]1[N:7]=[C:6]2[CH2:8][CH2:9][CH2:10][CH2:11][CH2:12][C:5]2=[CH:4][C:3]=1[C:13]#[N:14].Br[CH2:16][C:17]([NH:19][C:20]1[S:21][C:22]([C:25]2[CH:30]=[CH:29][CH:28]=[CH:27][CH:26]=2)=[N:23][N:24]=1)=[O:18].[O-]CC.[Na+]. Product: [NH2:14][C:13]1[C:3]2[CH:4]=[C:5]3[CH2:12][CH2:11][CH2:10][CH2:9][CH2:8][C:6]3=[N:7][C:2]=2[S:1][C:16]=1[C:17]([NH:19][C:20]1[S:21][C:22]([C:25]2[CH:30]=[CH:29][CH:28]=[CH:27][CH:26]=2)=[N:23][N:24]=1)=[O:18]. The catalyst class is: 14. (4) Reactant: [H-].[Na+].[O:3]1[C:7]2([CH2:12][CH2:11][CH:10]([OH:13])[CH2:9][CH2:8]2)[O:6][CH2:5][CH2:4]1.[CH2:14](Br)[C:15]1[CH:20]=[CH:19][CH:18]=[CH:17][CH:16]=1. Product: [CH2:14]([O:13][CH:10]1[CH2:11][CH2:12][C:7]2([O:6][CH2:5][CH2:4][O:3]2)[CH2:8][CH2:9]1)[C:15]1[CH:20]=[CH:19][CH:18]=[CH:17][CH:16]=1. The catalyst class is: 31. (5) Reactant: C[O:2][C:3](=[O:39])[C:4]1[CH:9]=[CH:8][CH:7]=[CH:6][C:5]=1[O:10][C:11]1[CH:16]=[CH:15][CH:14]=[C:13]([O:17][CH2:18][CH2:19][CH2:20][O:21][C:22]2[CH:27]=[C:26]([OH:28])[C:25]([C:29]3[NH:30][N:31]=[N:32][CH:33]=3)=[CH:24][C:23]=2[CH2:34][CH3:35])[C:12]=1[CH2:36][CH2:37][CH3:38].[OH-].[Li+]. Product: [CH2:34]([C:23]1[CH:24]=[C:25]([C:29]2[NH:30][N:31]=[N:32][CH:33]=2)[C:26]([OH:28])=[CH:27][C:22]=1[O:21][CH2:20][CH2:19][CH2:18][O:17][C:13]1[C:12]([CH2:36][CH2:37][CH3:38])=[C:11]([CH:16]=[CH:15][CH:14]=1)[O:10][C:5]1[CH:6]=[CH:7][CH:8]=[CH:9][C:4]=1[C:3]([OH:39])=[O:2])[CH3:35]. The catalyst class is: 24. (6) Reactant: Cl.[CH:2]1([O:6][C:7]2[CH:12]=[CH:11][N:10]=[C:9]([CH2:13][C:14]([OH:16])=O)[CH:8]=2)[CH2:5][CH2:4][CH2:3]1.CN(C(ON1N=NC2C=CC=NC1=2)=[N+](C)C)C.F[P-](F)(F)(F)(F)F.FC(F)(F)C(O)=O.[NH2:48][C:49]1[N:54]=[N:53][C:52]([CH2:55][CH2:56][CH2:57][CH2:58][N:59]2[CH:63]=[C:62]([C:64]([NH:66][CH3:67])=[O:65])[N:61]=[N:60]2)=[CH:51][CH:50]=1.CN1CCOCC1. Product: [CH:2]1([O:6][C:7]2[CH:12]=[CH:11][N:10]=[C:9]([CH2:13][C:14]([NH:48][C:49]3[N:54]=[N:53][C:52]([CH2:55][CH2:56][CH2:57][CH2:58][N:59]4[CH:63]=[C:62]([C:64]([NH:66][CH3:67])=[O:65])[N:61]=[N:60]4)=[CH:51][CH:50]=3)=[O:16])[CH:8]=2)[CH2:3][CH2:4][CH2:5]1. The catalyst class is: 121. (7) Reactant: Cl[CH2:2][CH2:3][NH:4][C:5]([NH:7][CH:8]([CH:11]([CH3:13])[CH3:12])[C:9]#[CH:10])=[O:6].C(=O)([O-])[O-].[Na+].[Na+]. Product: [NH3:4].[CH3:12][CH:11]([CH3:13])[CH:8]([NH:7][C:5]1[O:6][CH2:2][CH2:3][N:4]=1)[C:9]#[CH:10]. The catalyst class is: 6. (8) Reactant: [CH3:1][O:2][C:3]([C:5]1([CH2:25][CH:26]=[CH2:27])[CH2:9][CH:8]([O:10][Si](C(C)(C)C)(C)C)[CH2:7][N:6]1[C:18]([O:20][C:21]([CH3:24])([CH3:23])[CH3:22])=[O:19])=[O:4].CCCC[N+](CCCC)(CCCC)CCCC.[F-].CCOC(C)=O. The catalyst class is: 1. Product: [CH3:1][O:2][C:3]([C@@:5]1([CH2:25][CH:26]=[CH2:27])[CH2:9][C@@H:8]([OH:10])[CH2:7][N:6]1[C:18]([O:20][C:21]([CH3:22])([CH3:23])[CH3:24])=[O:19])=[O:4]. (9) Reactant: [CH:1]1([CH2:5][C:6]2[N:7]=[C:8]([CH:11]=O)[S:9][CH:10]=2)[CH2:4][CH2:3][CH2:2]1.[NH2:13][OH:14].Cl.C([O-])([O-])=O.[Na+].[Na+].O. Product: [CH:1]1([CH2:5][C:6]2[N:7]=[C:8]([CH:11]=[N:13][OH:14])[S:9][CH:10]=2)[CH2:4][CH2:3][CH2:2]1. The catalyst class is: 14.